This data is from Catalyst prediction with 721,799 reactions and 888 catalyst types from USPTO. The task is: Predict which catalyst facilitates the given reaction. Reactant: [Cl:1][C:2]1[C:7]([N:8]2[CH2:13][CH2:12][N:11]([C:14]([C:16]3[C:17]([C:22]4[CH:27]=[CH:26][CH:25]=[CH:24][C:23]=4[OH:28])=[N:18][O:19][C:20]=3[CH3:21])=[O:15])[CH2:10][CH2:9]2)=[CH:6][C:5]([NH:29][C:30](=[O:40])[C:31]2[CH:36]=[CH:35][C:34]([N:37]([CH3:39])[CH3:38])=[CH:33][CH:32]=2)=[C:4]([N+:41]([O-:43])=[O:42])[CH:3]=1.[CH2:44](O)[CH3:45].C(P(CCCC)CCCC)CCC.CC(OC(/N=N/C(OC(C)C)=O)=O)C. Product: [Cl:1][C:2]1[C:7]([N:8]2[CH2:13][CH2:12][N:11]([C:14]([C:16]3[C:17]([C:22]4[CH:27]=[CH:26][CH:25]=[CH:24][C:23]=4[O:28][CH2:44][CH3:45])=[N:18][O:19][C:20]=3[CH3:21])=[O:15])[CH2:10][CH2:9]2)=[CH:6][C:5]([NH:29][C:30](=[O:40])[C:31]2[CH:36]=[CH:35][C:34]([N:37]([CH3:38])[CH3:39])=[CH:33][CH:32]=2)=[C:4]([N+:41]([O-:43])=[O:42])[CH:3]=1. The catalyst class is: 1.